From a dataset of Forward reaction prediction with 1.9M reactions from USPTO patents (1976-2016). Predict the product of the given reaction. (1) Given the reactants [F:1][C:2]1[CH:14]=[C:13]([F:15])[CH:12]=[CH:11][C:3]=1[O:4][C:5]([CH3:10])([CH3:9])[C:6]([NH2:8])=O.C(N(CC)CC)C.FC(F)(F)C(OC(=O)C(F)(F)F)=O.CO, predict the reaction product. The product is: [F:1][C:2]1[CH:14]=[C:13]([F:15])[CH:12]=[CH:11][C:3]=1[O:4][C:5]([CH3:10])([CH3:9])[C:6]#[N:8]. (2) Given the reactants CS([O:5][CH2:6][CH2:7][N:8]1[CH2:13][CH2:12][N:11]([C:14]2[CH:19]=[CH:18][C:17]([NH:20][C:21]3[N:26]=[CH:25][C:24]([O:27][CH2:28][C:29]4[C:34]([F:35])=[C:33]([O:36][CH3:37])[CH:32]=[C:31]([O:38][CH3:39])[C:30]=4[F:40])=[CH:23][N:22]=3)=[CH:16][CH:15]=2)[CH2:10][CH2:9]1)(=O)=O.[CH3:41][O-].[Na+], predict the reaction product. The product is: [F:40][C:30]1[C:31]([O:38][CH3:39])=[CH:32][C:33]([O:36][CH3:37])=[C:34]([F:35])[C:29]=1[CH2:28][O:27][C:24]1[CH:23]=[N:22][C:21]([NH:20][C:17]2[CH:18]=[CH:19][C:14]([N:11]3[CH2:12][CH2:13][N:8]([CH2:7][CH2:6][O:5][CH3:41])[CH2:9][CH2:10]3)=[CH:15][CH:16]=2)=[N:26][CH:25]=1. (3) Given the reactants [Cl:1][C:2]1[C:6]([Cl:7])=[C:5]([CH3:8])[NH:4][C:3]=1[C:9](N[C@@H]1CCN(C2SC(C([O-])=O)=CN=2)C[C@@H]1F)=[O:10].OCC(CO)([NH3+])CO.O=S(Cl)[Cl:37], predict the reaction product. The product is: [Cl:1][C:2]1[C:6]([Cl:7])=[C:5]([CH3:8])[NH:4][C:3]=1[C:9]([Cl:37])=[O:10]. (4) Given the reactants Br[C:2]1[S:6][C:5]([C:7]([OH:10])([CH3:9])[CH3:8])=[C:4]([C:11]2[CH:12]=[CH:13][C:14]([NH:17][C:18](=[O:27])[C:19]3[C:24]([F:25])=[CH:23][CH:22]=[CH:21][C:20]=3[F:26])=[N:15][CH:16]=2)[CH:3]=1.B(O)(O)[C:29]1[CH:34]=[CH:33][CH:32]=[N:31][CH:30]=1, predict the reaction product. The product is: [F:26][C:20]1[CH:21]=[CH:22][CH:23]=[C:24]([F:25])[C:19]=1[C:18]([NH:17][C:14]1[CH:13]=[CH:12][C:11]([C:4]2[CH:3]=[C:2]([C:29]3[CH:30]=[N:31][CH:32]=[CH:33][CH:34]=3)[S:6][C:5]=2[C:7]([OH:10])([CH3:9])[CH3:8])=[CH:16][N:15]=1)=[O:27]. (5) Given the reactants [C:1]([C:3]1[CH:4]=[C:5]([C:20]2[CH:25]=[CH:24][CH:23]=[C:22]([O:26][CH3:27])[CH:21]=2)[CH:6]=[CH:7][C:8]=1[NH:9][C:10]1[CH:11]=[C:12]([CH:17]=[CH:18][CH:19]=1)[C:13]([O:15][CH3:16])=[O:14])#[N:2].CC(O)=[O:30], predict the reaction product. The product is: [C:1]([C:3]1[CH:4]=[C:5]([C:20]2[CH:25]=[CH:24][CH:23]=[C:22]([O:26][CH3:27])[CH:21]=2)[CH:6]=[C:7]2[C:8]=1[NH:9][C:10]1[CH:11]=[C:12]([C:13]([O:15][CH3:16])=[O:14])[CH:17]=[CH:18][C:19]2=1)(=[O:30])[NH2:2]. (6) Given the reactants Br[C:2]1[C:3]([O:19][CH3:20])=[CH:4][C:5]([O:17][CH3:18])=[C:6]([C:8]2[C:12]3[CH:13]=[CH:14][CH:15]=[CH:16][C:11]=3[O:10][N:9]=2)[CH:7]=1.C([Li])CCC.CN([CH:29]=[O:30])C.[Cl-].[NH4+], predict the reaction product. The product is: [O:10]1[C:11]2[CH:16]=[CH:15][CH:14]=[CH:13][C:12]=2[C:8]([C:6]2[C:5]([O:17][CH3:18])=[CH:4][C:3]([O:19][CH3:20])=[C:2]([CH:7]=2)[CH:29]=[O:30])=[N:9]1. (7) The product is: [CH3:1][O:2][C:3](=[O:16])[C:4]1[CH:5]=[C:6]([Cl:15])[CH:7]=[C:8]([N:10]([CH2:24][C:25](=[O:26])[NH2:27])[S:11]([CH3:14])(=[O:13])=[O:12])[CH:9]=1. Given the reactants [CH3:1][O:2][C:3](=[O:16])[C:4]1[CH:9]=[C:8]([NH:10][S:11]([CH3:14])(=[O:13])=[O:12])[CH:7]=[C:6]([Cl:15])[CH:5]=1.C(=O)([O-])[O-].[Cs+].[Cs+].I[CH2:24][C:25]([NH2:27])=[O:26], predict the reaction product.